This data is from Full USPTO retrosynthesis dataset with 1.9M reactions from patents (1976-2016). The task is: Predict the reactants needed to synthesize the given product. Given the product [CH:37]1([CH2:36][N:35]([CH2:32][CH2:33][CH3:34])[C:11](=[O:12])[CH2:10][C:9]2[C:8]3[CH:14]=[C:15]([O:18][CH3:19])[CH:16]=[CH:17][C:7]=3[O:6][C:5]=2[C:3](=[O:4])[C:2]([CH3:1])([CH3:20])[CH3:21])[CH2:39][CH2:38]1, predict the reactants needed to synthesize it. The reactants are: [CH3:1][C:2]([CH3:21])([CH3:20])[C:3]([C:5]1[O:6][C:7]2[CH:17]=[CH:16][C:15]([O:18][CH3:19])=[CH:14][C:8]=2[C:9]=1[CH2:10][C:11](O)=[O:12])=[O:4].C1C=CC2N(O)N=NC=2C=1.[CH2:32]([NH:35][CH2:36][CH:37]1[CH2:39][CH2:38]1)[CH2:33][CH3:34].CCN(C(C)C)C(C)C.